This data is from Forward reaction prediction with 1.9M reactions from USPTO patents (1976-2016). The task is: Predict the product of the given reaction. Given the reactants [CH:1]([N:4]1[CH2:19][CH2:18][C:7]2[NH:8][C:9]3[CH:10]=[CH:11][C:12]([C:15](O)=[O:16])=[CH:13][C:14]=3[C:6]=2[CH2:5]1)([CH3:3])[CH3:2].[O:20]([CH:22]1[CH2:27][CH2:26][NH:25][CH2:24][CH2:23]1)[CH3:21].C(N(C(C)C)CC)(C)C.CN(C(ON1N=NC2C=CC=NC1=2)=[N+](C)C)C.F[P-](F)(F)(F)(F)F, predict the reaction product. The product is: [CH:1]([N:4]1[CH2:19][CH2:18][C:7]2[NH:8][C:9]3[CH:10]=[CH:11][C:12]([C:15]([N:25]4[CH2:26][CH2:27][CH:22]([O:20][CH3:21])[CH2:23][CH2:24]4)=[O:16])=[CH:13][C:14]=3[C:6]=2[CH2:5]1)([CH3:2])[CH3:3].